This data is from Peptide-MHC class I binding affinity with 185,985 pairs from IEDB/IMGT. The task is: Regression. Given a peptide amino acid sequence and an MHC pseudo amino acid sequence, predict their binding affinity value. This is MHC class I binding data. (1) The peptide sequence is PSSIAARGYI. The MHC is HLA-B58:01 with pseudo-sequence HLA-B58:01. The binding affinity (normalized) is 0.368. (2) The peptide sequence is SQGLPEEL. The MHC is H-2-Db with pseudo-sequence H-2-Db. The binding affinity (normalized) is 0.00220. (3) The peptide sequence is NTNLIKCSDH. The MHC is HLA-A31:01 with pseudo-sequence HLA-A31:01. The binding affinity (normalized) is 0.0265.